This data is from Full USPTO retrosynthesis dataset with 1.9M reactions from patents (1976-2016). The task is: Predict the reactants needed to synthesize the given product. Given the product [N:8]1([C:6]([O:5][C:1]([CH3:4])([CH3:2])[CH3:3])=[O:7])[CH2:13][CH2:12][N:11]([C:14]([O:16][C:17]([CH3:20])([CH3:19])[CH3:18])=[O:15])[CH2:10][C@H:9]1[C:21]([O:23][CH2:31][CH3:32])=[O:22], predict the reactants needed to synthesize it. The reactants are: [C:1]([O:5][C:6]([N:8]1[CH2:13][CH2:12][N:11]([C:14]([O:16][C:17]([CH3:20])([CH3:19])[CH3:18])=[O:15])[CH2:10][C@H:9]1[C:21]([OH:23])=[O:22])=[O:7])([CH3:4])([CH3:3])[CH3:2].C([O-])([O-])=O.[K+].[K+].Br[CH2:31][CH3:32].